This data is from Forward reaction prediction with 1.9M reactions from USPTO patents (1976-2016). The task is: Predict the product of the given reaction. Given the reactants [CH3:1][N:2]([CH3:12])[S:3]([C:6]1[CH:11]=[CH:10][CH:9]=[CH:8][CH:7]=1)(=[O:5])=[O:4].[CH2:13]([O:17][CH2:18][CH2:19][CH2:20][CH2:21][CH2:22][CH2:23][N:24]1[CH2:28][C@@H:27]([C:29]2[CH:40]=[CH:39][C:32]3[O:33][C:34](C)([CH3:37])[O:35][CH2:36][C:31]=3[CH:30]=2)[O:26]C1=O)[CH2:14][C:15]#[CH:16].BrC1C=C(S(N(C)C)(=O)=O)C=CC=1, predict the reaction product. The product is: [C:34]([OH:35])(=[O:33])[CH3:37].[OH:26][C@H:27]([C:29]1[CH:40]=[CH:39][C:32]([OH:33])=[C:31]([CH2:36][OH:35])[CH:30]=1)[CH2:28][NH:24][CH2:23][CH2:22][CH2:21][CH2:20][CH2:19][CH2:18][O:17][CH2:13][CH2:14][CH2:15][CH2:16][C:10]1[CH:11]=[C:6]([S:3]([N:2]([CH3:12])[CH3:1])(=[O:4])=[O:5])[CH:7]=[CH:8][CH:9]=1.